This data is from Cav3 T-type calcium channel HTS with 100,875 compounds. The task is: Binary Classification. Given a drug SMILES string, predict its activity (active/inactive) in a high-throughput screening assay against a specified biological target. The result is 0 (inactive). The molecule is S(=O)(=O)(N(CC)CC)c1cc2nc(oc2cc1)Nc1cc2OCCOc2cc1.